Dataset: Forward reaction prediction with 1.9M reactions from USPTO patents (1976-2016). Task: Predict the product of the given reaction. (1) The product is: [N:11]1[CH:12]=[CH:13][N:14]2[CH:19]=[CH:18][C:17]([CH2:20][NH:21][C:22]([C:24]3[O:25][C:26]([C:29]4[CH2:30][CH2:31][N:32]([S:7]([CH2:1][CH:6]([CH3:5])[CH3:36])(=[O:8])=[O:9])[CH2:33][CH:34]=4)=[CH:27][CH:28]=3)=[O:23])=[CH:16][C:15]=12. Given the reactants [C:1]1([S:7](Cl)(=[O:9])=[O:8])[CH:6]=[CH:5]C=CC=1.[N:11]1[CH:12]=[CH:13][N:14]2[CH:19]=[CH:18][C:17]([CH2:20][NH:21][C:22]([C:24]3[O:25][C:26]([C:29]4[CH2:30][CH2:31][NH:32][CH2:33][CH:34]=4)=[CH:27][CH:28]=3)=[O:23])=[CH:16][C:15]=12.N1[CH:36]=CN2C=CC(CNC(=O)C3C=CC(C4CCNCC4)=CC=3)=CC=12, predict the reaction product. (2) The product is: [C:21]([O:24][C:25]([N:7]1[CH2:8][CH2:9][C:10]2[NH:2][CH:3]=[N:4][C:5]=2[CH2:6]1)=[O:26])([CH3:23])([CH3:22])[CH3:20]. Given the reactants Cl.[N:2]1[C:10]2[CH2:9][CH2:8][NH:7][CH2:6][C:5]=2[NH:4][CH:3]=1.CCN(C(C)C)C(C)C.[CH3:20][C:21]([O:24][C:25](O[C:25]([O:24][C:21]([CH3:23])([CH3:22])[CH3:20])=[O:26])=[O:26])([CH3:23])[CH3:22], predict the reaction product. (3) Given the reactants [CH2:1]([C:4]1[CH:5]=[N:6][C:7]([N:10]2[CH2:14][C@H:13]([S:15][C:16]([C:29]3[CH:34]=[CH:33][CH:32]=[CH:31][CH:30]=3)([C:23]3[CH:28]=[CH:27][CH:26]=[CH:25][CH:24]=3)[C:17]3[CH:22]=[CH:21][CH:20]=[CH:19][CH:18]=3)[CH2:12][C@H:11]2[CH2:35][NH2:36])=[N:8][CH:9]=1)[CH2:2][CH3:3].[F:37][C:38]1[CH:45]=[CH:44][C:43]([F:46])=[CH:42][C:39]=1[CH:40]=O.[BH3-]C#N.[Na+], predict the reaction product. The product is: [F:37][C:38]1[CH:45]=[CH:44][C:43]([F:46])=[CH:42][C:39]=1[CH2:40][NH:36][CH2:35][C@@H:11]1[CH2:12][C@@H:13]([S:15][C:16]([C:29]2[CH:34]=[CH:33][CH:32]=[CH:31][CH:30]=2)([C:23]2[CH:24]=[CH:25][CH:26]=[CH:27][CH:28]=2)[C:17]2[CH:22]=[CH:21][CH:20]=[CH:19][CH:18]=2)[CH2:14][N:10]1[C:7]1[N:8]=[CH:9][C:4]([CH2:1][CH2:2][CH3:3])=[CH:5][N:6]=1. (4) Given the reactants Cl.[NH2:2][CH2:3][CH:4]([C:9]1[CH:14]=[CH:13][CH:12]=[C:11]([O:15][CH3:16])[CH:10]=1)[C:5]([O:7][CH3:8])=[O:6].[CH:17](OCC)=[O:18], predict the reaction product. The product is: [CH:17]([NH:2][CH2:3][CH:4]([C:9]1[CH:14]=[CH:13][CH:12]=[C:11]([O:15][CH3:16])[CH:10]=1)[C:5]([O:7][CH3:8])=[O:6])=[O:18]. (5) Given the reactants C(Cl)Cl.Br[C:5]1[N:10]=[C:9]([NH:11][C:12]2[CH:16]=[C:15]([C@@H:17]3[CH2:19][C@H:18]3[CH3:20])[NH:14][N:13]=2)[C:8]([Cl:21])=[CH:7][N:6]=1.[C:22]([NH:26][S:27]([C:30]1[S:34][C:33](B(O)O)=[CH:32][CH:31]=1)(=[O:29])=[O:28])([CH3:25])([CH3:24])[CH3:23], predict the reaction product. The product is: [C:22]([NH:26][S:27]([C:30]1[S:34][C:33]([C:5]2[N:10]=[C:9]([NH:11][C:12]3[CH:16]=[C:15]([C@@H:17]4[CH2:19][C@H:18]4[CH3:20])[NH:14][N:13]=3)[C:8]([Cl:21])=[CH:7][N:6]=2)=[CH:32][CH:31]=1)(=[O:28])=[O:29])([CH3:25])([CH3:23])[CH3:24]. (6) Given the reactants [Br:1]Br.[C:3]([NH:6][C:7]1[C:16]([N+:17]([O-:19])=[O:18])=[CH:15][C:10]([C:11]([O:13][CH3:14])=[O:12])=[C:9]([OH:20])[CH:8]=1)(=[O:5])[CH3:4].C(N)(C)(C)C.[O-]S([O-])(=S)=O.[Na+].[Na+].C([O-])(O)=O.[Na+], predict the reaction product. The product is: [C:3]([NH:6][C:7]1[C:16]([N+:17]([O-:19])=[O:18])=[CH:15][C:10]([C:11]([O:13][CH3:14])=[O:12])=[C:9]([OH:20])[C:8]=1[Br:1])(=[O:5])[CH3:4]. (7) The product is: [Cl:27][C:28]1[N:33]=[C:32]([C:12]2[C:13]([CH3:17])=[C:14]([C:9]([O:8][CH3:7])=[CH:10][CH:11]=2)[CH:15]=[O:16])[CH:31]=[CH:30][N:29]=1. Given the reactants C(=O)([O-])[O-].[Na+].[Na+].[CH3:7][O:8][C:9]1[C:14]([CH:15]=[O:16])=[C:13]([CH3:17])[C:12](B2OC(C)(C)C(C)(C)O2)=[CH:11][CH:10]=1.[Cl:27][C:28]1[N:33]=[C:32](Cl)[CH:31]=[CH:30][N:29]=1.O, predict the reaction product. (8) Given the reactants [CH2:1]([C:3]1[CH:8]=[CH:7][C:6]([O:9][CH3:10])=[CH:5][C:4]=1[OH:11])[CH3:2].C(=O)([O-])[O-].[K+].[K+].[CH2:18](Br)[C:19]1[CH:24]=[CH:23][CH:22]=[CH:21][CH:20]=1, predict the reaction product. The product is: [CH2:18]([O:11][C:4]1[CH:5]=[C:6]([O:9][CH3:10])[CH:7]=[CH:8][C:3]=1[CH2:1][CH3:2])[C:19]1[CH:24]=[CH:23][CH:22]=[CH:21][CH:20]=1.